Dataset: Catalyst prediction with 721,799 reactions and 888 catalyst types from USPTO. Task: Predict which catalyst facilitates the given reaction. (1) Reactant: [NH2:1][C:2]1[N:7]=[C:6]([NH:8][CH2:9][C:10]2[C:15]([CH3:16])=[CH:14][C:13]([CH3:17])=[CH:12][N:11]=2)[C:5]([C:18]#[N:19])=[C:4]([C:20]2[O:21][CH:22]=[CH:23][CH:24]=2)[N:3]=1.[Br:25]N1C(=O)CCC1=O. Product: [NH2:1][C:2]1[N:3]=[C:4]([C:20]2[O:21][C:22]([Br:25])=[CH:23][CH:24]=2)[C:5]([C:18]#[N:19])=[C:6]([NH:8][CH2:9][C:10]2[C:15]([CH3:16])=[CH:14][C:13]([CH3:17])=[CH:12][N:11]=2)[N:7]=1. The catalyst class is: 3. (2) Product: [CH3:1][O:2][C:3]1[CH:9]=[CH:8][C:6]([NH:7][C:16](=[O:17])[O:18][C:19]2[CH:24]=[CH:23][CH:22]=[CH:21][CH:20]=2)=[C:5]([C:10]2[O:11][CH:12]=[CH:13][N:14]=2)[CH:4]=1. Reactant: [CH3:1][O:2][C:3]1[CH:9]=[CH:8][C:6]([NH2:7])=[C:5]([C:10]2[O:11][CH:12]=[CH:13][N:14]=2)[CH:4]=1.Cl[C:16]([O:18][C:19]1[CH:24]=[CH:23][CH:22]=[CH:21][CH:20]=1)=[O:17].N1C=CC=CC=1. The catalyst class is: 2. (3) Reactant: [NH2:1][C:2]1[CH:3]=[C:4]([C:8]2[C:18]([C:19]3[CH:24]=[CH:23][N:22]=[CH:21][N:20]=3)=[C:11]3[CH:12]=[C:13]([CH2:16][OH:17])[CH:14]=[CH:15][N:10]3[N:9]=2)[CH:5]=[CH:6][CH:7]=1.[C:25](Cl)(=[O:32])[C:26]1[CH:31]=[CH:30][CH:29]=[CH:28][CH:27]=1. Product: [OH:17][CH2:16][C:13]1[CH:14]=[CH:15][N:10]2[N:9]=[C:8]([C:4]3[CH:3]=[C:2]([NH:1][C:25](=[O:32])[C:26]4[CH:31]=[CH:30][CH:29]=[CH:28][CH:27]=4)[CH:7]=[CH:6][CH:5]=3)[C:18]([C:19]3[CH:24]=[CH:23][N:22]=[CH:21][N:20]=3)=[C:11]2[CH:12]=1. The catalyst class is: 2. (4) Reactant: C([O:8][CH2:9][CH2:10][N:11]1[CH2:16][CH2:15][N:14]([C:17]2[CH:22]=[CH:21][C:20]([C:23]([O:32][CH2:33][O:34][CH3:35])([C:28]([F:31])([F:30])[F:29])[C:24]([F:27])([F:26])[F:25])=[CH:19][C:18]=2/[CH:36]=[CH:37]\[CH3:38])[CH2:13][CH2:12]1)C1C=CC=CC=1. The catalyst class is: 129. Product: [F:26][C:24]([F:25])([F:27])[C:23]([C:20]1[CH:21]=[CH:22][C:17]([N:14]2[CH2:13][CH2:12][N:11]([CH2:10][CH2:9][OH:8])[CH2:16][CH2:15]2)=[C:18]([CH2:36][CH2:37][CH3:38])[CH:19]=1)([O:32][CH2:33][O:34][CH3:35])[C:28]([F:31])([F:30])[F:29].